From a dataset of Catalyst prediction with 721,799 reactions and 888 catalyst types from USPTO. Predict which catalyst facilitates the given reaction. Reactant: [O:1]1[CH2:5][CH2:4][C@H:3]([OH:6])[CH2:2]1.[CH3:7][C:8]1[CH:13]=[CH:12][C:11]([S:14](Cl)(=[O:16])=[O:15])=[CH:10][CH:9]=1. Product: [CH3:7][C:8]1[CH:13]=[CH:12][C:11]([S:14]([O:6][C@H:3]2[CH2:4][CH2:5][O:1][CH2:2]2)(=[O:16])=[O:15])=[CH:10][CH:9]=1. The catalyst class is: 300.